This data is from Forward reaction prediction with 1.9M reactions from USPTO patents (1976-2016). The task is: Predict the product of the given reaction. Given the reactants [NH2:1][C:2]1[N:6]([C:7]2[CH:12]=[CH:11][CH:10]=[CH:9][N:8]=2)[N:5]=[C:4]([NH:13][C:14]2[CH:22]=[CH:21][C:17]([C:18]([OH:20])=O)=[CH:16][CH:15]=2)[N:3]=1.CN(C(ON1N=NC2C=CC=CC1=2)=[N+](C)C)C.F[P-](F)(F)(F)(F)F.[N:47]1([CH2:53][CH2:54][NH2:55])[CH2:52][CH2:51][O:50][CH2:49][CH2:48]1.C(N(CC)CC)C, predict the reaction product. The product is: [NH2:1][C:2]1[N:6]([C:7]2[CH:12]=[CH:11][CH:10]=[CH:9][N:8]=2)[N:5]=[C:4]([NH:13][C:14]2[CH:15]=[CH:16][C:17]([C:18]([NH:55][CH2:54][CH2:53][N:47]3[CH2:52][CH2:51][O:50][CH2:49][CH2:48]3)=[O:20])=[CH:21][CH:22]=2)[N:3]=1.